From a dataset of Experimental lipophilicity measurements (octanol/water distribution) for 4,200 compounds from AstraZeneca. Regression/Classification. Given a drug SMILES string, predict its absorption, distribution, metabolism, or excretion properties. Task type varies by dataset: regression for continuous measurements (e.g., permeability, clearance, half-life) or binary classification for categorical outcomes (e.g., BBB penetration, CYP inhibition). For this dataset (lipophilicity_astrazeneca), we predict Y. (1) The Y is 2.98 logD. The compound is CCN(C(=O)Cc1ccc(S(C)(=O)=O)cc1)C1CCN(CCC(c2ccccc2)c2ccc(NC(=O)C(C)(C)C)cc2)CC1. (2) The compound is COc1ccc(-c2coc3cc(O)ccc3c2=O)cc1. The Y is 3.05 logD. (3) The Y is 3.30 logD. The compound is CCCN(CCC)C(=O)c1cccc(C(=O)N[C@@H](Cc2ccccc2)[C@H](O)CNC2Cc3ccccc3C2)c1. (4) The Y is 3.70 logD. The compound is O=[N+]([O-])c1cccc2ccc(C(Cl)(Cl)Cl)nc12. (5) The drug is CC(c1ccccc1)N1Cc2ccccc2C1=O. The Y is 3.00 logD. (6) The drug is O=Cc1ccccc1B(O)O. The Y is 0.830 logD.